Dataset: Forward reaction prediction with 1.9M reactions from USPTO patents (1976-2016). Task: Predict the product of the given reaction. Given the reactants [C:1]([O:5][C:6]([N:8]1[CH2:12][CH2:11][CH2:10][CH:9]1[C:13]([OH:15])=[O:14])=[O:7])([CH3:4])([CH3:3])[CH3:2].[C:16](=O)([O-])[O-].[K+].[K+].CI.O, predict the reaction product. The product is: [CH3:16][O:14][C:13]([CH:9]1[CH2:10][CH2:11][CH2:12][N:8]1[C:6]([O:5][C:1]([CH3:4])([CH3:2])[CH3:3])=[O:7])=[O:15].